Predict the product of the given reaction. From a dataset of Forward reaction prediction with 1.9M reactions from USPTO patents (1976-2016). (1) Given the reactants C(Cl)CCl.C(N(C(C)C)CC)(C)C.C(N)C1C=CC=CC=1.[CH3:22][C:23]1[CH:39]=[CH:38][C:26]([C:27]([N:29]2[CH2:34][CH2:33][CH2:32][CH2:31][CH:30]2[C:35](O)=O)=[O:28])=[CH:25][CH:24]=1.[CH2:40]([NH:47][C:48]([C:50]1[CH:55]=[CH:54][C:53]([Cl:56])=[CH:52][C:51]=1[NH-:57])=[O:49])[C:41]1[CH:46]=[CH:45][CH:44]=[CH:43][CH:42]=1, predict the reaction product. The product is: [CH2:40]([N:47]1[C:48](=[O:49])[C:50]2[C:51](=[CH:52][C:53]([Cl:56])=[CH:54][CH:55]=2)[N:57]=[C:35]1[CH:30]1[CH2:31][CH2:32][CH2:33][CH2:34][N:29]1[C:27](=[O:28])[C:26]1[CH:38]=[CH:39][C:23]([CH3:22])=[CH:24][CH:25]=1)[C:41]1[CH:42]=[CH:43][CH:44]=[CH:45][CH:46]=1. (2) The product is: [F:1][C:2]1[CH:7]=[CH:6][CH:5]=[CH:4][C:3]=1[C:8]1[CH:17]=[C:16]2[C:11]([C@@:12]3([CH3:24])[C:18]([CH3:20])([CH3:19])[C@@H:15]2[CH2:14][C@H:13]3[C:21]([Cl:28])=[O:22])=[N:10][N:9]=1. Given the reactants [F:1][C:2]1[CH:7]=[CH:6][CH:5]=[CH:4][C:3]=1[C:8]1[CH:17]=[C:16]2[C:11]([C@@:12]3([CH3:24])[C:18]([CH3:20])([CH3:19])[C@@H:15]2[CH2:14][C@H:13]3[C:21](O)=[O:22])=[N:10][N:9]=1.C(Cl)(=O)C([Cl:28])=O, predict the reaction product. (3) Given the reactants [F:1][CH:2]([F:21])[O:3][C:4]1[C:5]([O:11][CH2:12][C:13]2[CH:18]=[CH:17][C:16]([O:19][CH3:20])=[CH:15][CH:14]=2)=[N:6][C:7](I)=[CH:8][CH:9]=1.[F-].[Cs+].[C:24]([C:28]1[CH:33]=[CH:32][C:31](/[C:34](/[Sn](CCCC)(CCCC)CCCC)=[CH:35]\[C@@H:36]2[N:40]([CH2:41][C:42]3[CH:47]=[CH:46][C:45]([O:48][CH3:49])=[CH:44][C:43]=3[O:50][CH3:51])[C:39](=[O:52])[CH2:38][CH2:37]2)=[CH:30][CH:29]=1)([CH3:27])([CH3:26])[CH3:25].O, predict the reaction product. The product is: [C:24]([C:28]1[CH:33]=[CH:32][C:31](/[C:34](/[C:7]2[CH:8]=[CH:9][C:4]([O:3][CH:2]([F:21])[F:1])=[C:5]([O:11][CH2:12][C:13]3[CH:18]=[CH:17][C:16]([O:19][CH3:20])=[CH:15][CH:14]=3)[N:6]=2)=[CH:35]\[C@@H:36]2[N:40]([CH2:41][C:42]3[CH:47]=[CH:46][C:45]([O:48][CH3:49])=[CH:44][C:43]=3[O:50][CH3:51])[C:39](=[O:52])[CH2:38][CH2:37]2)=[CH:30][CH:29]=1)([CH3:27])([CH3:25])[CH3:26].